This data is from Forward reaction prediction with 1.9M reactions from USPTO patents (1976-2016). The task is: Predict the product of the given reaction. (1) Given the reactants [CH:1]1[C:9]2[C:8]3[CH2:10][CH2:11][CH2:12][CH2:13][CH2:14][CH2:15][C:7]=3[O:6][C:5]=2[CH:4]=[CH:3][C:2]=1[NH2:16].[CH3:17][O:18][C:19]1[CH:27]=[CH:26][CH:25]=[C:24]([O:28][CH3:29])[C:20]=1[C:21](Cl)=[O:22], predict the reaction product. The product is: [CH:1]1[C:9]2[C:8]3[CH2:10][CH2:11][CH2:12][CH2:13][CH2:14][CH2:15][C:7]=3[O:6][C:5]=2[CH:4]=[CH:3][C:2]=1[NH:16][C:21](=[O:22])[C:20]1[C:24]([O:28][CH3:29])=[CH:25][CH:26]=[CH:27][C:19]=1[O:18][CH3:17]. (2) Given the reactants CCCCCC.C([Li])CCC.[CH2:12]([O:19][C:20]1[CH:25]=[CH:24][CH:23]=[CH:22][C:21]=1Br)[C:13]1[CH:18]=[CH:17][CH:16]=[CH:15][CH:14]=1.[CH3:27][C:28]1[CH:35]=[CH:34][C:31]([CH:32]=[O:33])=[CH:30][CH:29]=1.O, predict the reaction product. The product is: [CH2:12]([O:19][C:20]1[CH:25]=[CH:24][CH:23]=[CH:22][C:21]=1[CH:32]([C:31]1[CH:34]=[CH:35][C:28]([CH3:27])=[CH:29][CH:30]=1)[OH:33])[C:13]1[CH:18]=[CH:17][CH:16]=[CH:15][CH:14]=1. (3) Given the reactants Cl[C:2]1[C:12]2[CH:11]=[C:10]([C:13]([O:15][CH3:16])=[O:14])[CH2:9][CH2:8][NH:7][C:6]=2[N:5]=[CH:4][N:3]=1.[NH2:17][C:18]1[CH:19]=[C:20]([Cl:38])[C:21]([O:24][C:25]2[CH:26]=[C:27]([CH:35]=[CH:36][CH:37]=2)[C:28]([NH:30][C:31]([CH3:34])([CH3:33])[CH3:32])=[O:29])=[N:22][CH:23]=1.[Cl-].[NH+]1C=CC=CC=1, predict the reaction product. The product is: [C:31]([NH:30][C:28]([C:27]1[CH:26]=[C:25]([CH:37]=[CH:36][CH:35]=1)[O:24][C:21]1[N:22]=[CH:23][C:18]([NH:17][C:2]2[C:12]3[CH:11]=[C:10]([C:13]([O:15][CH3:16])=[O:14])[CH2:9][CH2:8][NH:7][C:6]=3[N:5]=[CH:4][N:3]=2)=[CH:19][C:20]=1[Cl:38])=[O:29])([CH3:34])([CH3:32])[CH3:33]. (4) Given the reactants Cl[C:2]1[CH:7]=[C:6]([N:8]2[C:12]3[N:13]=[C:14]([N:42]4[CH2:47][CH2:46][O:45][CH2:44][CH2:43]4)[N:15]=[C:16]([C:17]4[CH:18]=[N:19][C:20]([N:23]([CH2:33][C:34]5[CH:39]=[CH:38][C:37]([O:40][CH3:41])=[CH:36][CH:35]=5)[CH2:24][C:25]5[CH:30]=[CH:29][C:28]([O:31][CH3:32])=[CH:27][CH:26]=5)=[N:21][CH:22]=4)[C:11]=3[CH2:10][CH2:9]2)[CH:5]=[CH:4][N:3]=1.Cl[C:49]1[N:54]=[CH:53][C:52]([N:55]2[C:59]3N=C(N4CCOCC4)N=C(C4C=NC(N(CC5C=CC(OC)=CC=5)CC5C=CC(OC)=CC=5)=NC=4)C=3C[CH2:56]2)=CC=1.CN(C)CCNC, predict the reaction product. The product is: [CH3:32][O:31][C:28]1[CH:29]=[CH:30][C:25]([CH2:24][N:23]([CH2:33][C:34]2[CH:39]=[CH:38][C:37]([O:40][CH3:41])=[CH:36][CH:35]=2)[C:20]2[N:19]=[CH:18][C:17]([C:16]3[C:11]4[CH2:10][CH2:9][N:8]([C:6]5[CH:5]=[CH:4][N:3]=[C:2]([N:54]([CH3:49])[CH2:53][CH2:52][N:55]([CH3:59])[CH3:56])[CH:7]=5)[C:12]=4[N:13]=[C:14]([N:42]4[CH2:47][CH2:46][O:45][CH2:44][CH2:43]4)[N:15]=3)=[CH:22][N:21]=2)=[CH:26][CH:27]=1. (5) The product is: [CH2:1]([C:4]1[CH:5]=[N:6][C:7]([N:10]2[CH2:15][CH2:14][CH:13]([O:16][C:17]3[S:18][C:19]4[C:20]([N:38]=3)=[N:21][CH:22]=[C:23]([C:25]3[CH2:30][CH2:29][NH:28][CH2:27][CH:26]=3)[CH:24]=4)[CH2:12][CH2:11]2)=[N:8][CH:9]=1)[CH2:2][CH3:3]. Given the reactants [CH2:1]([C:4]1[CH:5]=[N:6][C:7]([N:10]2[CH2:15][CH2:14][CH:13]([O:16][C:17]3[S:18][C:19]4[C:20]([N:38]=3)=[N:21][CH:22]=[C:23]([C:25]3[CH2:30][CH2:29][N:28](C(OC(C)(C)C)=O)[CH2:27][CH:26]=3)[CH:24]=4)[CH2:12][CH2:11]2)=[N:8][CH:9]=1)[CH2:2][CH3:3].C(O)(C(F)(F)F)=O.C(C1C=NC(N2CCC(OC3SC4C=C(C5CCNCC=5)C=CC=4N=3)CC2)=NC=1)CC, predict the reaction product. (6) Given the reactants F[C:2]1[N:10]=[CH:9][CH:8]=[CH:7][C:3]=1[C:4]([OH:6])=[O:5].[CH3:11][N:12]([CH3:18])[CH:13]1[CH2:17][CH2:16][NH:15][CH2:14]1.N12CCCN=C1CCCCC2, predict the reaction product. The product is: [CH3:11][N:12]([CH3:18])[CH:13]1[CH2:17][CH2:16][N:15]([C:2]2[N:10]=[CH:9][CH:8]=[CH:7][C:3]=2[C:4]([OH:6])=[O:5])[CH2:14]1. (7) Given the reactants [C:1]([O:5][C:6](=[O:40])[CH2:7][C@H:8]([NH:23][C:24](=[O:39])[CH:25]([N:28]1[CH:33]=[CH:32][CH:31]=[C:30]([NH:34][C:35](=[O:37])[CH3:36])[C:29]1=[O:38])[CH2:26][CH3:27])[C@H:9]([OH:22])[CH2:10][O:11][C:12]1[C:17]([F:18])=[C:16]([F:19])[CH:15]=[C:14]([F:20])[C:13]=1[F:21])([CH3:4])([CH3:3])[CH3:2].CC(OI1(OC(C)=O)(OC(C)=O)OC(=O)C2C1=CC=CC=2)=O.C(=O)([O-])O.[Na+].S([O-])([O-])(=O)=S.[Na+].[Na+], predict the reaction product. The product is: [C:1]([O:5][C:6](=[O:40])[CH2:7][C@H:8]([NH:23][C:24](=[O:39])[C@@H:25]([N:28]1[CH:33]=[CH:32][CH:31]=[C:30]([NH:34][C:35](=[O:37])[CH3:36])[C:29]1=[O:38])[CH2:26][CH3:27])[C:9](=[O:22])[CH2:10][O:11][C:12]1[C:13]([F:21])=[C:14]([F:20])[CH:15]=[C:16]([F:19])[C:17]=1[F:18])([CH3:2])([CH3:3])[CH3:4]. (8) Given the reactants [CH:1]([C:4]1[CH:29]=[CH:28][CH:27]=[C:26]([CH:30]([CH3:32])[CH3:31])[C:5]=1[O:6][C:7]([O:9][C:10]1[CH:25]=[CH:24][CH:23]=[CH:22][C:11]=1[C:12]([O:14]CC1C=CC=CC=1)=[O:13])=[O:8])([CH3:3])[CH3:2], predict the reaction product. The product is: [CH:1]([C:4]1[CH:29]=[CH:28][CH:27]=[C:26]([CH:30]([CH3:32])[CH3:31])[C:5]=1[O:6][C:7]([O:9][C:10]1[CH:25]=[CH:24][CH:23]=[CH:22][C:11]=1[C:12]([OH:14])=[O:13])=[O:8])([CH3:3])[CH3:2]. (9) Given the reactants [CH3:1]C1C=CC(S(O)(=O)=O)=CC=1.CC1(C)[O:42][CH:32]([C:33](=[O:41])[CH2:34][CH2:35][CH2:36][CH2:37][CH2:38][CH2:39][CH3:40])[CH:15]([C:16]([OH:31])([C:27]([O:29][CH3:30])=[O:28])/[C:17](/[C:23]([O:25][CH3:26])=[O:24])=[CH:18]/[C:19]([O:21][CH3:22])=[O:20])[O:14]1.C([O-])(O)=O.[Na+], predict the reaction product. The product is: [OH:14][CH:15]1[CH:32]([OH:42])[C:33]([O:41][CH3:1])([CH2:34][CH2:35][CH2:36][CH2:37][CH2:38][CH2:39][CH3:40])[O:31][C:16]1([C:27]([O:29][CH3:30])=[O:28])/[C:17](/[C:23]([O:25][CH3:26])=[O:24])=[CH:18]/[C:19]([O:21][CH3:22])=[O:20]. (10) Given the reactants [F:1][C:2]1[CH:7]=[CH:6][CH:5]=[CH:4][C:3]=1[C:8]1[CH:13]=[CH:12][N:11]=[CH:10][C:9]=1[N:14]([CH2:31][C:32]([O:34][CH3:35])=[O:33])[C:15](=[O:30])[C:16]1[CH:21]=[C:20]([C:22](F)(F)F)N=[C:18]([C:26]([F:29])([F:28])[F:27])[CH:17]=1.[CH3:36][S:37](C1C=C(C=C(C(F)(F)F)C=1)C(O)=O)(=[O:39])=[O:38], predict the reaction product. The product is: [CH3:35][O:34][C:32](=[O:33])[CH2:31][N:14]([C:9]1[CH:10]=[N:11][CH:12]=[CH:13][C:8]=1[C:3]1[CH:4]=[CH:5][CH:6]=[CH:7][C:2]=1[F:1])[C:15](=[O:30])[C:16]1[CH:17]=[C:18]([C:26]([F:27])([F:29])[F:28])[CH:22]=[C:20]([S:37]([CH3:36])(=[O:39])=[O:38])[CH:21]=1.